This data is from Catalyst prediction with 721,799 reactions and 888 catalyst types from USPTO. The task is: Predict which catalyst facilitates the given reaction. (1) Reactant: [Cl:1][C:2]1[CH:3]=[C:4]([C:9]2[CH:10]=[C:11]([C:28]([NH2:30])=[O:29])[C:12]3[NH:13][C:14]4[CH:15]=[C:16]([N:22]5[CH2:27][CH2:26][O:25][CH2:24][CH2:23]5)[CH:17]=[CH:18][C:19]=4[C:20]=3[N:21]=2)[CH:5]=[CH:6][C:7]=1[OH:8].Br[CH2:32][CH2:33][Cl:34].C([O-])([O-])=O.[K+].[K+].C(O)(C(F)(F)F)=O.N. Product: [Cl:1][C:2]1[CH:3]=[C:4]([C:9]2[CH:10]=[C:11]([C:28]([NH2:30])=[O:29])[C:12]3[NH:13][C:14]4[CH:15]=[C:16]([N:22]5[CH2:23][CH2:24][O:25][CH2:26][CH2:27]5)[CH:17]=[CH:18][C:19]=4[C:20]=3[N:21]=2)[CH:5]=[CH:6][C:7]=1[O:8][CH2:32][CH2:33][Cl:34]. The catalyst class is: 656. (2) Reactant: [CH2:1]([C:3]1[CH:10]=[CH:9][C:6]([CH2:7][NH2:8])=[CH:5][CH:4]=1)[CH3:2].C[O:12][C:13](=O)[C:14]1[C:19]([I:20])=[CH:18][C:17]([F:21])=[CH:16][C:15]=1[CH2:22]Br.C([O-])([O-])=O.[K+].[K+]. The catalyst class is: 11. Product: [F:21][C:17]1[CH:16]=[C:15]2[C:14](=[C:19]([I:20])[CH:18]=1)[C:13](=[O:12])[N:8]([CH2:7][C:6]1[CH:9]=[CH:10][C:3]([CH2:1][CH3:2])=[CH:4][CH:5]=1)[CH2:22]2. (3) Reactant: [H-].[Na+].[CH3:3][O:4][C:5](=[O:12])[CH:6]([CH3:11])[C:7]([O:9][CH3:10])=[O:8].Cl[CH2:14][O:15][C:16]1[CH:21]=[CH:20][C:19]([O:22][CH2:23][CH3:24])=[CH:18][CH:17]=1.[Cl-].[NH4+]. Product: [CH3:3][O:4][C:5](=[O:12])[C:6]([CH2:14][O:15][C:16]1[CH:21]=[CH:20][C:19]([O:22][CH2:23][CH3:24])=[CH:18][CH:17]=1)([CH3:11])[C:7]([O:9][CH3:10])=[O:8]. The catalyst class is: 30. (4) Reactant: CC(C)=O.[CH:5]1([NH:11][C:12]2[CH:21]=[C:20]3[C:15]([C:16](=[O:34])[N:17]([CH2:28][CH:29]4OCC[O:30]4)[C:18](=[O:27])[N:19]3[CH:22]3[CH2:26][CH2:25][CH2:24][CH2:23]3)=[CH:14][C:13]=2[F:35])[CH2:10][CH2:9][CH2:8][CH2:7][CH2:6]1.Cl. Product: [CH:5]1([NH:11][C:12]2[CH:21]=[C:20]3[C:15]([C:16](=[O:34])[N:17]([CH2:28][CH:29]=[O:30])[C:18](=[O:27])[N:19]3[CH:22]3[CH2:26][CH2:25][CH2:24][CH2:23]3)=[CH:14][C:13]=2[F:35])[CH2:6][CH2:7][CH2:8][CH2:9][CH2:10]1. The catalyst class is: 6. (5) Reactant: [OH:1][C@@H:2]1[CH2:11][CH2:10][C:5]2([O:9][CH2:8][CH2:7][O:6]2)[CH2:4][C@:3]1([CH3:17])[C:12]([O:14][CH2:15][CH3:16])=[O:13].[H-].[Na+].[CH2:20](Br)[C:21]1[CH:26]=[CH:25][CH:24]=[CH:23][CH:22]=1. Product: [CH2:20]([O:1][C@@H:2]1[CH2:11][CH2:10][C:5]2([O:9][CH2:8][CH2:7][O:6]2)[CH2:4][C@:3]1([CH3:17])[C:12]([O:14][CH2:15][CH3:16])=[O:13])[C:21]1[CH:26]=[CH:25][CH:24]=[CH:23][CH:22]=1. The catalyst class is: 31.